This data is from Full USPTO retrosynthesis dataset with 1.9M reactions from patents (1976-2016). The task is: Predict the reactants needed to synthesize the given product. (1) Given the product [CH2:23]([O:25][C:26]1[CH:27]=[CH:28][C:29]([O:39][CH2:2][C:3]2[CH:22]=[CH:21][C:6]([O:7][CH2:8][C:9]3[N:10]=[C:11]([C:15]4[CH:20]=[CH:19][CH:18]=[CH:17][CH:16]=4)[O:12][C:13]=3[CH3:14])=[CH:5][CH:4]=2)=[C:30]([CH2:32][CH2:33][C:34]([O:36][CH2:37][CH3:38])=[O:35])[CH:31]=1)[CH3:24], predict the reactants needed to synthesize it. The reactants are: Cl[CH2:2][C:3]1[CH:22]=[CH:21][C:6]([O:7][CH2:8][C:9]2[N:10]=[C:11]([C:15]3[CH:20]=[CH:19][CH:18]=[CH:17][CH:16]=3)[O:12][C:13]=2[CH3:14])=[CH:5][CH:4]=1.[CH2:23]([O:25][C:26]1[CH:27]=[CH:28][C:29]([OH:39])=[C:30]([CH2:32][CH2:33][C:34]([O:36][CH2:37][CH3:38])=[O:35])[CH:31]=1)[CH3:24].C(=O)([O-])[O-].[K+].[K+].CN(C)C=O. (2) Given the product [CH3:1][C:2]([CH3:31])([CH3:30])[C:3]([C:5]1[C:13]2[C:8](=[N:9][CH:10]=[C:11]([N:14]([CH3:21])[C:15]3[CH:20]=[CH:19][CH:18]=[CH:17][CH:16]=3)[N:12]=2)[NH:7][CH:6]=1)=[O:4], predict the reactants needed to synthesize it. The reactants are: [CH3:1][C:2]([CH3:31])([CH3:30])[C:3]([C:5]1[C:13]2[C:8](=[N:9][CH:10]=[C:11]([N:14]([CH3:21])[C:15]3[CH:20]=[CH:19][CH:18]=[CH:17][CH:16]=3)[N:12]=2)[N:7](COCC[Si](C)(C)C)[CH:6]=1)=[O:4].O.O.O.C([O-])(=O)C.[Na+]. (3) Given the product [CH3:32][O:33][C:34](=[O:35])[NH:36][C:37]1[NH:1][C:2]2[CH:3]=[C:4]([C:9]3[CH:10]=[CH:11][C:12]4[O:18][CH2:17][CH2:16][N:15]([C:19]([C:21]5[CH:26]=[CH:25][C:24]([S:27]([CH3:30])(=[O:29])=[O:28])=[CH:23][CH:22]=5)=[O:20])[CH2:14][C:13]=4[CH:31]=3)[CH:5]=[CH:6][C:7]=2[N:8]=1, predict the reactants needed to synthesize it. The reactants are: [NH2:1][C:2]1[CH:3]=[C:4]([C:9]2[CH:10]=[CH:11][C:12]3[O:18][CH2:17][CH2:16][N:15]([C:19]([C:21]4[CH:26]=[CH:25][C:24]([S:27]([CH3:30])(=[O:29])=[O:28])=[CH:23][CH:22]=4)=[O:20])[CH2:14][C:13]=3[CH:31]=2)[CH:5]=[CH:6][C:7]=1[NH2:8].[CH3:32][O:33][C:34]([NH:36][C:37](=NC(OC)=O)SC)=[O:35].